Dataset: Merck oncology drug combination screen with 23,052 pairs across 39 cell lines. Task: Regression. Given two drug SMILES strings and cell line genomic features, predict the synergy score measuring deviation from expected non-interaction effect. (1) Drug 1: CN1C(=O)C=CC2(C)C3CCC4(C)C(NC(=O)OCC(F)(F)F)CCC4C3CCC12. Drug 2: C=CCn1c(=O)c2cnc(Nc3ccc(N4CCN(C)CC4)cc3)nc2n1-c1cccc(C(C)(C)O)n1. Cell line: A2780. Synergy scores: synergy=7.74. (2) Drug 1: CN1C(=O)C=CC2(C)C3CCC4(C)C(NC(=O)OCC(F)(F)F)CCC4C3CCC12. Drug 2: NC(=O)c1cccc2cn(-c3ccc(C4CCCNC4)cc3)nc12. Cell line: A2058. Synergy scores: synergy=8.07. (3) Drug 1: CCC1=CC2CN(C1)Cc1c([nH]c3ccccc13)C(C(=O)OC)(c1cc3c(cc1OC)N(C)C1C(O)(C(=O)OC)C(OC(C)=O)C4(CC)C=CCN5CCC31C54)C2. Drug 2: O=C(CCCCCCC(=O)Nc1ccccc1)NO. Cell line: UWB1289. Synergy scores: synergy=-2.70. (4) Drug 1: CCC1=CC2CN(C1)Cc1c([nH]c3ccccc13)C(C(=O)OC)(c1cc3c(cc1OC)N(C)C1C(O)(C(=O)OC)C(OC(C)=O)C4(CC)C=CCN5CCC31C54)C2. Drug 2: C#Cc1cccc(Nc2ncnc3cc(OCCOC)c(OCCOC)cc23)c1. Cell line: LOVO. Synergy scores: synergy=34.3.